Dataset: Experimentally validated miRNA-target interactions with 360,000+ pairs, plus equal number of negative samples. Task: Binary Classification. Given a miRNA mature sequence and a target amino acid sequence, predict their likelihood of interaction. The miRNA is hsa-miR-4750-5p with sequence CUCGGGCGGAGGUGGUUGAGUG. Result: 0 (no interaction). The protein sequence of the target gene is MRRGFGPLSLAFFLFLLALLTLPGDGNQGSVAGSCSCDRTISSGTQIPQGTLDHIRKYLKAFHRCPFFIRFQLQSKSVCGGSQDQWVRELVDCFERKECGTGHGKSFHHQKHLPQASTQTPEAAEGTPSDTSTPAHSQSTQHSTLPSGALSLNKEHTQPWEMTTLPSGYGLEARPEAEANEKQQDDRQQEAPGAGASTPAWVPVLSLLAIVFFLTAAMAYVLCNRRATQQNSAGLQLWYTPVEPRP.